Task: Predict the product of the given reaction.. Dataset: Forward reaction prediction with 1.9M reactions from USPTO patents (1976-2016) (1) The product is: [F:30][C:26]1[CH:25]=[C:24]([C:23]2[C:22]3[C:17](=[CH:18][CH:19]=[CH:20][CH:21]=3)[C:16]([C:31]#[N:32])=[N:15][C:14]=2[CH:12]([NH:11][C:2]2[N:10]=[CH:9][N:8]=[C:7]3[C:3]=2[N:4]=[CH:5][NH:6]3)[CH3:13])[CH:29]=[CH:28][CH:27]=1. Given the reactants Br[C:2]1[N:10]=[CH:9][N:8]=[C:7]2[C:3]=1[N:4]=[CH:5][NH:6]2.[NH2:11][CH:12]([C:14]1[N:15]=[C:16]([C:31]#[N:32])[C:17]2[C:22]([C:23]=1[C:24]1[CH:29]=[CH:28][CH:27]=[C:26]([F:30])[CH:25]=1)=[CH:21][CH:20]=[CH:19][CH:18]=2)[CH3:13].C(N(CC)C(C)C)(C)C, predict the reaction product. (2) Given the reactants [OH:1][CH:2]([C:4]1([CH3:18])[CH2:8][NH:7][CH2:6][CH:5]1[C:9]1[CH:10]=[CH:11][C:12]([O:16][CH3:17])=[C:13]([OH:15])[CH:14]=1)[CH3:3].CCN(C(C)C)C(C)C.[CH3:28][C:29]1([CH3:37])[O:33][C@H:32]([C:34](Cl)=[O:35])[CH2:31][O:30]1, predict the reaction product. The product is: [CH3:28][C:29]1([CH3:37])[O:33][C@@H:32]([C:34]([N:7]2[CH2:6][C@@H:5]([C:9]3[CH:10]=[CH:11][C:12]([O:16][CH3:17])=[C:13]([OH:15])[CH:14]=3)[C@@:4]([C@H:2]([OH:1])[CH3:3])([CH3:18])[CH2:8]2)=[O:35])[CH2:31][O:30]1.